This data is from Forward reaction prediction with 1.9M reactions from USPTO patents (1976-2016). The task is: Predict the product of the given reaction. (1) Given the reactants F[C:2]1[CH:9]=[CH:8][CH:7]=[CH:6][C:3]=1[C:4]#[N:5].[CH2:10]([N:17]1[CH2:22][CH2:21][NH:20][CH2:19][CH2:18]1)[C:11]1[CH:16]=[CH:15][CH:14]=[CH:13][CH:12]=1.C([O-])([O-])=O.[K+].[K+], predict the reaction product. The product is: [CH2:10]([N:17]1[CH2:22][CH2:21][N:20]([C:2]2[CH:9]=[CH:8][CH:7]=[CH:6][C:3]=2[C:4]#[N:5])[CH2:19][CH2:18]1)[C:11]1[CH:12]=[CH:13][CH:14]=[CH:15][CH:16]=1. (2) Given the reactants [CH2:1]([N:4]([CH2:17][CH2:18][CH3:19])[S:5]([C:8]1[CH:16]=[CH:15][C:11]([C:12]([OH:14])=O)=[CH:10][CH:9]=1)(=[O:7])=[O:6])[CH2:2][CH3:3].Cl.C(N=C=NCCCN(C)C)C.[NH2:32][C:33]1[CH:38]=[C:37]([Cl:39])[CH:36]=[CH:35][C:34]=1[C:40]1[NH:44][C:43](=[O:45])[O:42][N:41]=1, predict the reaction product. The product is: [Cl:39][C:37]1[CH:36]=[CH:35][C:34]([C:40]2[NH:41][O:42][C:43](=[O:45])[N:44]=2)=[C:33]([NH:32][C:12](=[O:14])[C:11]2[CH:10]=[CH:9][C:8]([S:5](=[O:6])(=[O:7])[N:4]([CH2:1][CH2:2][CH3:3])[CH2:17][CH2:18][CH3:19])=[CH:16][CH:15]=2)[CH:38]=1. (3) Given the reactants [OH:1][C@@H:2]([C@H:4]1[C:25](=[O:26])[N:6]2[C@@H:7]([C:12]([O:14][CH2:15][C:16]3[CH:21]=[CH:20][C:19]([N+:22]([O-:24])=[O:23])=[CH:18][CH:17]=3)=[O:13])[C:8](=O)[C@H:9]([CH3:10])[C@H:5]12)[CH3:3].[CH:27]([C:29]1[N:36]2[C:32]([S:33][C:34]([Sn](CCCC)(CCCC)CCCC)=[CH:35]2)=[C:31]([C:50]([C:52]2[CH:53]=[N:54][CH:55]=[CH:56][CH:57]=2)=[O:51])[N:30]=1)=[O:28], predict the reaction product. The product is: [CH:27]([C:29]1[N:36]2[C:32]([S:33][C:34]([C:8]3[C@H:9]([CH3:10])[C@@H:5]4[C@@H:4]([C@H:2]([OH:1])[CH3:3])[C:25](=[O:26])[N:6]4[C:7]=3[C:12]([O:14][CH2:15][C:16]3[CH:17]=[CH:18][C:19]([N+:22]([O-:24])=[O:23])=[CH:20][CH:21]=3)=[O:13])=[CH:35]2)=[C:31]([C:50]([C:52]2[CH:53]=[N:54][CH:55]=[CH:56][CH:57]=2)=[O:51])[N:30]=1)=[O:28]. (4) Given the reactants Cl[C:2]1[N:7]=[C:6]([NH:8][CH3:9])[N:5]=[C:4]([NH:10][CH2:11][C:12]#[CH:13])[N:3]=1.[CH2:14]([CH:16]([NH2:19])[CH2:17][CH3:18])[CH3:15].C(NC1N=C(NC)N=C(NCC#C)N=1)C, predict the reaction product. The product is: [CH2:14]([CH:16]([NH:19][C:2]1[N:7]=[C:6]([NH:8][CH3:9])[N:5]=[C:4]([NH:10][CH2:11][C:12]#[CH:13])[N:3]=1)[CH2:17][CH3:18])[CH3:15]. (5) Given the reactants [NH2:1][C:2]1[CH:3]=[CH:4][C:5]2[N:6]([CH:8]=[C:9]([C:11]([C:13]3[CH:18]=[CH:17][CH:16]=[CH:15][CH:14]=3)=[O:12])[N:10]=2)[CH:7]=1.[C:19](OC(=O)C)(=[O:21])[CH3:20], predict the reaction product. The product is: [C:11]([C:9]1[N:10]=[C:5]2[CH:4]=[CH:3][C:2]([NH:1][C:19](=[O:21])[CH3:20])=[CH:7][N:6]2[CH:8]=1)(=[O:12])[C:13]1[CH:14]=[CH:15][CH:16]=[CH:17][CH:18]=1.